This data is from Catalyst prediction with 721,799 reactions and 888 catalyst types from USPTO. The task is: Predict which catalyst facilitates the given reaction. (1) Reactant: [Br:1][C:2]1[CH:25]=[N:24][C:5]2=[N:6][C:7]([N:11]3[CH2:14][CH:13]([N:15]([CH3:23])[C:16](=[O:22])[O:17][C:18]([CH3:21])([CH3:20])[CH3:19])[CH2:12]3)=[C:8](Cl)[N:9]=[C:4]2[CH:3]=1.[NH2:26][CH2:27][CH2:28][OH:29]. Product: [Br:1][C:2]1[CH:25]=[N:24][C:5]2=[N:6][C:7]([N:11]3[CH2:14][CH:13]([N:15]([CH3:23])[C:16](=[O:22])[O:17][C:18]([CH3:21])([CH3:20])[CH3:19])[CH2:12]3)=[C:8]([NH:26][CH2:27][CH2:28][OH:29])[N:9]=[C:4]2[CH:3]=1. The catalyst class is: 14. (2) Reactant: CCN(C(C)C)C(C)C.C1C=CC2N(O)N=NC=2C=1.CCN=C=NCCCN(C)C.[CH:31]1[C:43]2[NH:42][C:41]3[C:36](=[CH:37][CH:38]=[CH:39][CH:40]=3)[C:35]=2[CH:34]=[C:33]([C:44]([OH:46])=O)[CH:32]=1.Cl.[NH2:48][CH2:49][C:50]([N:52]1[CH2:57][CH2:56][N:55]([C:58](=[O:70])[C:59]2[CH:64]=[C:63]([F:65])[CH:62]=[CH:61][C:60]=2[C:66]([F:69])([F:68])[F:67])[CH2:54][CH2:53]1)=[O:51].FC1C=CC(C(F)(F)F)=C(C=1)C(O)=O. Product: [F:65][C:63]1[CH:62]=[CH:61][C:60]([C:66]([F:68])([F:67])[F:69])=[C:59]([CH:64]=1)[C:58]([N:55]1[CH2:56][CH2:57][N:52]([C:50](=[O:51])[CH2:49][NH:48][C:44]([C:33]2[CH:32]=[CH:31][C:43]3[NH:42][C:41]4[C:36]([C:35]=3[CH:34]=2)=[CH:37][CH:38]=[CH:39][CH:40]=4)=[O:46])[CH2:53][CH2:54]1)=[O:70]. The catalyst class is: 18. (3) Product: [C:23]([NH:26][C:27]1[CH:32]=[CH:31][N:30]([C:19]2[CH:20]=[CH:21][C:16]([N:14]3[CH:15]=[C:11]([CH2:10][NH:9][C:7]([C:5]4[S:6][C:2]([Cl:1])=[CH:3][CH:4]=4)=[O:8])[N:12]=[CH:13]3)=[CH:17][CH:18]=2)[C:29](=[O:33])[N:28]=1)(=[O:25])[CH3:24]. The catalyst class is: 156. Reactant: [Cl:1][C:2]1[S:6][C:5]([C:7]([NH:9][CH2:10][C:11]2[N:12]=[CH:13][N:14]([C:16]3[CH:21]=[CH:20][C:19](I)=[CH:18][CH:17]=3)[CH:15]=2)=[O:8])=[CH:4][CH:3]=1.[C:23]([NH:26][C:27]1[CH:32]=[CH:31][NH:30][C:29](=[O:33])[N:28]=1)(=[O:25])[CH3:24].OC1C=CC=C2C=1N=CC=C2.C([O-])([O-])=O.[K+].[K+]. (4) Reactant: [Mg].II.Br[CH2:5][CH2:6][CH:7]1[CH2:9][CH2:8]1.C1(CC[Mg]Br)CC1.[CH3:17][C:18]1[C:22]([C:23]2[CH:24]=[C:25]([C:35]([C:37]3[CH:42]=[CH:41][CH:40]=[CH:39][N:38]=3)=[O:36])[C:26]3[N:30]=[C:29]([O:31][CH2:32][CH3:33])[NH:28][C:27]=3[CH:34]=2)=[C:21]([CH3:43])[O:20][N:19]=1. Product: [CH:7]1([CH2:6][CH2:5][C:35]([C:25]2[C:26]3[N:30]=[C:29]([O:31][CH2:32][CH3:33])[NH:28][C:27]=3[CH:34]=[C:23]([C:22]3[C:18]([CH3:17])=[N:19][O:20][C:21]=3[CH3:43])[CH:24]=2)([C:37]2[CH:42]=[CH:41][CH:40]=[CH:39][N:38]=2)[OH:36])[CH2:9][CH2:8]1. The catalyst class is: 385. (5) Reactant: [Cl:1][C:2]1[CH:3]=[C:4]2[C:8](=[CH:9][CH:10]=1)[NH:7][CH:6]=[C:5]2[CH:11]=[O:12].[H-].[Na+].[CH3:15][N:16]([CH3:20])[C:17](Cl)=[O:18]. Product: [Cl:1][C:2]1[CH:3]=[C:4]2[C:8](=[CH:9][CH:10]=1)[N:7]([C:17]([N:16]([CH3:20])[CH3:15])=[O:18])[CH:6]=[C:5]2[CH:11]=[O:12]. The catalyst class is: 76. (6) Reactant: Cl.[NH2:2][C@@H:3]([CH2:8][CH2:9][CH2:10][NH:11][C:12]([O:14][C:15]([CH3:18])([CH3:17])[CH3:16])=[O:13])[C:4]([O:6][CH3:7])=[O:5].[Cl:19][C:20]1[CH:21]=[C:22]([CH:26]([C:35]2[CH:40]=[CH:39][CH:38]=[C:37]([Cl:41])[CH:36]=2)[C:27]2[S:31][C:30]([C:32](O)=[O:33])=[CH:29][CH:28]=2)[CH:23]=[CH:24][CH:25]=1.C(N(C(C)C)CC)(C)C.CN(C(ON1N=NC2C=CC=CC1=2)=[N+](C)C)C.F[P-](F)(F)(F)(F)F. Product: [Cl:19][C:20]1[CH:21]=[C:22]([CH:26]([C:35]2[CH:40]=[CH:39][CH:38]=[C:37]([Cl:41])[CH:36]=2)[C:27]2[S:31][C:30]([C:32]([NH:2][C@@H:3]([CH2:8][CH2:9][CH2:10][NH:11][C:12]([O:14][C:15]([CH3:18])([CH3:17])[CH3:16])=[O:13])[C:4]([O:6][CH3:7])=[O:5])=[O:33])=[CH:29][CH:28]=2)[CH:23]=[CH:24][CH:25]=1. The catalyst class is: 3.